From a dataset of Full USPTO retrosynthesis dataset with 1.9M reactions from patents (1976-2016). Predict the reactants needed to synthesize the given product. Given the product [F:28][C:4]1[CH:3]=[C:2]([S:36][C:33]2[CH:34]=[CH:35][C:30]([CH3:29])=[CH:31][CH:32]=2)[CH:7]=[CH:6][C:5]=1[C:8]1[CH:13]=[CH:12][C:11]([CH2:14][CH2:15][C:16]2([NH:24][C:25](=[O:27])[CH3:26])[CH2:21][O:20][C:19]([CH3:23])([CH3:22])[O:18][CH2:17]2)=[CH:10][CH:9]=1, predict the reactants needed to synthesize it. The reactants are: Br[C:2]1[CH:7]=[CH:6][C:5]([C:8]2[CH:13]=[CH:12][C:11]([CH2:14][CH2:15][C:16]3([NH:24][C:25](=[O:27])[CH3:26])[CH2:21][O:20][C:19]([CH3:23])([CH3:22])[O:18][CH2:17]3)=[CH:10][CH:9]=2)=[C:4]([F:28])[CH:3]=1.[CH3:29][C:30]1[CH:35]=[CH:34][C:33]([SH:36])=[CH:32][CH:31]=1.C(N(C(C)C)CC)(C)C.O.